Task: Regression. Given a peptide amino acid sequence and an MHC pseudo amino acid sequence, predict their binding affinity value. This is MHC class I binding data.. Dataset: Peptide-MHC class I binding affinity with 185,985 pairs from IEDB/IMGT (1) The peptide sequence is YINMAWNLV. The MHC is HLA-B40:01 with pseudo-sequence HLA-B40:01. The binding affinity (normalized) is 0.0847. (2) The peptide sequence is MTPGRGLSK. The MHC is HLA-A01:01 with pseudo-sequence HLA-A01:01. The binding affinity (normalized) is 0.0847. (3) The peptide sequence is ELKRQLADL. The MHC is HLA-A29:02 with pseudo-sequence HLA-A29:02. The binding affinity (normalized) is 0.0847. (4) The binding affinity (normalized) is 0.226. The MHC is HLA-B35:01 with pseudo-sequence HLA-B35:01. The peptide sequence is APHGVVFLHV. (5) The peptide sequence is QMLSVVGFLV. The MHC is HLA-A02:06 with pseudo-sequence HLA-A02:06. The binding affinity (normalized) is 0.757. (6) The peptide sequence is EPRVQLVPL. The MHC is HLA-B07:02 with pseudo-sequence HLA-B07:02. The binding affinity (normalized) is 0.601. (7) The peptide sequence is SFLAHLQWF. The MHC is HLA-A23:01 with pseudo-sequence HLA-A23:01. The binding affinity (normalized) is 0.216.